From a dataset of Catalyst prediction with 721,799 reactions and 888 catalyst types from USPTO. Predict which catalyst facilitates the given reaction. (1) Reactant: [Cl:1][C:2]1[C:3]([C:24]2[C:32]3[C:27](=[CH:28][CH:29]=[CH:30][CH:31]=3)[NH:26][CH:25]=2)=[N:4][C:5]([NH:8][CH:9]2[CH2:14][CH2:13][N:12]([CH2:15][C:16]3[CH:21]=[CH:20][CH:19]=[C:18]([NH:22][CH3:23])[CH:17]=3)[CH2:11][CH2:10]2)=[N:6][CH:7]=1.[CH3:33][N:34]([CH3:41])[CH2:35]/[CH:36]=[CH:37]/[C:38](O)=[O:39].CN(C(ON1N=NC2C=CC=NC1=2)=[N+](C)C)C.F[P-](F)(F)(F)(F)F.CCN(CC)CC. Product: [Cl:1][C:2]1[C:3]([C:24]2[C:32]3[C:27](=[CH:28][CH:29]=[CH:30][CH:31]=3)[NH:26][CH:25]=2)=[N:4][C:5]([NH:8][CH:9]2[CH2:14][CH2:13][N:12]([CH2:15][C:16]3[CH:17]=[C:18]([N:22]([CH3:23])[C:38](=[O:39])/[CH:37]=[CH:36]/[CH2:35][N:34]([CH3:41])[CH3:33])[CH:19]=[CH:20][CH:21]=3)[CH2:11][CH2:10]2)=[N:6][CH:7]=1. The catalyst class is: 2. (2) Reactant: [N:1]1([CH2:7][C:8]2[CH:22]=[CH:21][C:11]3[NH:12][C:13]([C:15]4[C:19]([NH2:20])=[CH:18][NH:17][N:16]=4)=[N:14][C:10]=3[CH:9]=2)[CH2:6][CH2:5][O:4][CH2:3][CH2:2]1.[F:23][C:24]1[CH:29]=[C:28]([F:30])[CH:27]=[CH:26][C:25]=1N=C=O.CC[N:36]([CH2:39]C)CC.CC([OH:44])C. Product: [F:23][C:24]1[CH:25]=[CH:26][CH:27]=[C:28]([F:30])[C:29]=1[N:20]([C:19]1[C:15]([C:13]2[NH:12][C:11]3[CH:21]=[CH:22][C:8]([CH2:7][N:1]4[CH2:6][CH2:5][O:4][CH2:3][CH2:2]4)=[CH:9][C:10]=3[N:14]=2)=[N:16][NH:17][CH:18]=1)[C:39]([NH2:36])=[O:44]. The catalyst class is: 260. (3) Reactant: [CH3:1][O:2][C:3]1[CH:8]=[CH:7][C:6]([N:9]2[C:13]([NH2:14])=[CH:12][C:11]([CH3:15])=[N:10]2)=[CH:5][CH:4]=1.C(O[CH:19]=[C:20]([C:26]([O:28][CH2:29][CH3:30])=[O:27])[C:21]([O:23][CH2:24][CH3:25])=[O:22])C. Product: [CH2:24]([O:23][C:21](=[O:22])[C:20](=[CH:19][NH:14][C:13]1[N:9]([C:6]2[CH:5]=[CH:4][C:3]([O:2][CH3:1])=[CH:8][CH:7]=2)[N:10]=[C:11]([CH3:15])[CH:12]=1)[C:26]([O:28][CH2:29][CH3:30])=[O:27])[CH3:25]. The catalyst class is: 14. (4) The catalyst class is: 44. Reactant: S(Cl)(Cl)=O.[O:5]=[C:6]([CH2:10][C:11]1([C:15]2[CH:20]=[CH:19][CH:18]=[CH:17][C:16]=2[C:21]([F:24])([F:23])[F:22])[CH2:14][CH2:13][CH2:12]1)[C:7]([OH:9])=O.[O:25]1[C:29]([C:30]2[CH:35]=[CH:34][C:33]([NH2:36])=[CH:32][CH:31]=2)=[CH:28][N:27]=[CH:26]1.C(=O)([O-])[O-].[K+].[K+]. Product: [O:25]1[C:29]([C:30]2[CH:31]=[CH:32][C:33]([NH:36][C:7](=[O:9])[C:6](=[O:5])[CH2:10][C:11]3([C:15]4[CH:20]=[CH:19][CH:18]=[CH:17][C:16]=4[C:21]([F:22])([F:23])[F:24])[CH2:14][CH2:13][CH2:12]3)=[CH:34][CH:35]=2)=[CH:28][N:27]=[CH:26]1. (5) Reactant: S(=O)(=O)(O)O.[NH2:6][C:7]1[N:12]=[C:11]([Cl:13])[C:10]([NH:14]C=O)=[C:9]([NH:17][CH2:18][C:19]2[CH:24]=[CH:23][C:22]([N+:25]([O-:27])=[O:26])=[C:21]([CH3:28])[CH:20]=2)[N:8]=1.COC=O.[N:33]([O-])=O.[Na+]. Product: [Cl:13][C:11]1[C:10]2[N:14]=[N:33][N:17]([CH2:18][C:19]3[CH:24]=[CH:23][C:22]([N+:25]([O-:27])=[O:26])=[C:21]([CH3:28])[CH:20]=3)[C:9]=2[N:8]=[C:7]([NH2:6])[N:12]=1. The catalyst class is: 72. (6) Reactant: [CH2:1]([N:3](CC)CC)C.CN.[CH2:10]([C:12]1[N:13]=[C:14]([C:17]2[CH:22]=[C:21]([NH:23][C:24]([NH:26][CH2:27][CH3:28])=[O:25])[N:20]=[CH:19][C:18]=2[C:29]2[CH:30]=[N:31][CH:32]=[C:33]([C:35](O)=[O:36])[CH:34]=2)[S:15][CH:16]=1)[CH3:11].CN(C(ON1N=NC2C=CC=NC1=2)=[N+](C)C)C.F[P-](F)(F)(F)(F)F. Product: [CH2:27]([NH:26][C:24]([NH:23][C:21]1[N:20]=[CH:19][C:18]([C:29]2[CH:30]=[N:31][CH:32]=[C:33]([C:35]([NH:3][CH3:1])=[O:36])[CH:34]=2)=[C:17]([C:14]2[S:15][CH:16]=[C:12]([CH2:10][CH3:11])[N:13]=2)[CH:22]=1)=[O:25])[CH3:28]. The catalyst class is: 475. (7) Reactant: [OH-].[Na+].[NH2:3][C@@H:4]([CH2:8][C:9]([CH3:12])([CH3:11])[CH3:10])[C:5]([OH:7])=[O:6].[CH2:13]([O:20][C:21](Cl)=[O:22])[C:14]1[CH:19]=[CH:18][CH:17]=[CH:16][CH:15]=1. Product: [CH2:13]([O:20][C:21]([NH:3][C@@H:4]([CH2:8][C:9]([CH3:12])([CH3:11])[CH3:10])[C:5]([OH:7])=[O:6])=[O:22])[C:14]1[CH:19]=[CH:18][CH:17]=[CH:16][CH:15]=1. The catalyst class is: 10. (8) Reactant: [CH3:1][O:2][C:3](=[O:22])[CH:4]([C:9]1[CH:14]=[CH:13][C:12]([C:15]([F:18])([F:17])[F:16])=[CH:11][C:10]=1[N+:19]([O-:21])=[O:20])C(OC)=O.[Cl-].[Na+].O. Product: [CH3:1][O:2][C:3](=[O:22])[CH2:4][C:9]1[CH:14]=[CH:13][C:12]([C:15]([F:18])([F:17])[F:16])=[CH:11][C:10]=1[N+:19]([O-:21])=[O:20]. The catalyst class is: 16. (9) Reactant: Br[C:2]1[C:7]([NH2:8])=[C:6]([CH:9]([O:12][CH3:13])[O:10][CH3:11])[C:5]([Cl:14])=[CH:4][N:3]=1.[CH3:15][O-:16].[Na+]. Product: [Cl:14][C:5]1[C:6]([CH:9]([O:12][CH3:13])[O:10][CH3:11])=[C:7]([NH2:8])[C:2]([O:16][CH3:15])=[N:3][CH:4]=1. The catalyst class is: 5.